Predict the product of the given reaction. From a dataset of Forward reaction prediction with 1.9M reactions from USPTO patents (1976-2016). (1) Given the reactants [C:1]1([C:6]([O:8][C:9]2[C:10]([F:25])=[C:11]([C:19]3[CH:24]=[CH:23][CH:22]=[CH:21][CH:20]=3)[C:12]([CH3:18])=[C:13]([C:16]#[N:17])[C:14]=2[NH2:15])=O)[CH2:5][CH2:4][CH2:3][CH:2]=1.C1(C)C=CC(S([O-])(=O)=O)=CC=1.[NH+]1C=CC=CC=1, predict the reaction product. The product is: [C:1]1([C:6]2[O:8][C:9]3[C:14](=[C:13]([C:16]#[N:17])[C:12]([CH3:18])=[C:11]([C:19]4[CH:24]=[CH:23][CH:22]=[CH:21][CH:20]=4)[C:10]=3[F:25])[N:15]=2)[CH2:5][CH2:4][CH2:3][CH:2]=1. (2) Given the reactants [CH3:1][C:2]([S:17][C:18](=O)[CH3:19])([C:4](=[O:16])[NH:5][C:6]1[CH:11]=[CH:10][C:9]([C:12]([F:15])([F:14])[F:13])=[CH:8][N:7]=1)[CH3:3].[C:21]([O:25][C:26]([N:28]1[CH2:33][CH2:32]C(CBr)[CH2:30][CH2:29]1)=[O:27])([CH3:24])([CH3:23])[CH3:22].C[O-].[Na+], predict the reaction product. The product is: [C:21]([O:25][C:26]([N:28]1[CH2:33][CH2:32][CH:1]([C:2]([S:17][CH2:18][CH3:19])([CH3:3])[C:4](=[O:16])[NH:5][C:6]2[CH:11]=[CH:10][C:9]([C:12]([F:15])([F:14])[F:13])=[CH:8][N:7]=2)[CH2:30][CH2:29]1)=[O:27])([CH3:24])([CH3:23])[CH3:22]. (3) Given the reactants [F:1][C:2]([F:27])([F:26])[C:3]1[CH:4]=[C:5]([NH:9][C:10](=[O:25])[CH2:11][C:12]([NH:14][C:15]2[CH:20]=[CH:19][CH:18]=[C:17]([C:21]([F:24])([F:23])[F:22])[CH:16]=2)=[O:13])[CH:6]=[CH:7][CH:8]=1.[Cl:28][C:29]1[CH:36]=[C:35]([N:37]([CH3:39])[CH3:38])[CH:34]=[CH:33][C:30]=1[CH:31]=O, predict the reaction product. The product is: [F:1][C:2]([F:26])([F:27])[C:3]1[CH:4]=[C:5]([NH:9][C:10](=[O:25])[C:11](=[CH:31][C:30]2[CH:33]=[CH:34][C:35]([N:37]([CH3:39])[CH3:38])=[CH:36][C:29]=2[Cl:28])[C:12]([NH:14][C:15]2[CH:20]=[CH:19][CH:18]=[C:17]([C:21]([F:24])([F:23])[F:22])[CH:16]=2)=[O:13])[CH:6]=[CH:7][CH:8]=1. (4) Given the reactants [Si]([O:18][C@@H:19]1[CH2:24][CH2:23][CH2:22][C@H:21]([CH2:25][O:26][C:27]([CH3:36])([CH3:35])[C:28]([O:30][C:31]([CH3:34])([CH3:33])[CH3:32])=[O:29])[CH2:20]1)(C(C)(C)C)(C1C=CC=CC=1)C1C=CC=CC=1.[F-].C([N+](CCCC)(CCCC)CCCC)CCC, predict the reaction product. The product is: [OH:18][C@@H:19]1[CH2:24][CH2:23][CH2:22][C@H:21]([CH2:25][O:26][C:27]([CH3:36])([CH3:35])[C:28]([O:30][C:31]([CH3:34])([CH3:33])[CH3:32])=[O:29])[CH2:20]1. (5) Given the reactants [OH:1][C@H:2]1[CH2:6][NH:5][C@H:4]([C:7]([OH:9])=[O:8])[CH2:3]1.Cl[C:11]([O:13][CH2:14][C:15]1[CH:20]=[CH:19][CH:18]=[CH:17][CH:16]=1)=[O:12], predict the reaction product. The product is: [C:11]([N:5]1[CH2:6][C@H:2]([OH:1])[CH2:3][C@H:4]1[C:7]([OH:9])=[O:8])([O:13][CH2:14][C:15]1[CH:20]=[CH:19][CH:18]=[CH:17][CH:16]=1)=[O:12]. (6) Given the reactants Cl[C:2]1[CH:11]=[CH:10][N:9]=[C:8]2[C:3]=1[C:4]1[CH:16]=[CH:15][CH:14]=[CH:13][C:5]=1[C:6](=[O:12])[NH:7]2.[C:17]([C:19]1[CH:24]=[CH:23][CH:22]=[CH:21][C:20]=1[F:25])#[CH:18], predict the reaction product. The product is: [F:25][C:20]1[CH:21]=[CH:22][CH:23]=[CH:24][C:19]=1[C:17]#[C:18][C:2]1[CH:11]=[CH:10][N:9]=[C:8]2[C:3]=1[C:4]1[CH:16]=[CH:15][CH:14]=[CH:13][C:5]=1[C:6](=[O:12])[NH:7]2.